This data is from Full USPTO retrosynthesis dataset with 1.9M reactions from patents (1976-2016). The task is: Predict the reactants needed to synthesize the given product. (1) Given the product [NH2:18][CH:2]1[CH2:3][CH2:19][C:8]2([CH2:7][N:6]([C:11]([O:13][C:14]([CH3:15])([CH3:16])[CH3:17])=[O:12])[CH2:5][CH2:4]2)[CH2:9][CH2:10]1, predict the reactants needed to synthesize it. The reactants are: O=[C:2]1[CH2:10][CH2:9][CH:8]2[CH:4]([CH2:5][N:6]([C:11]([O:13][C:14]([CH3:17])([CH3:16])[CH3:15])=[O:12])[CH2:7]2)[CH2:3]1.[NH3:18].[CH3:19]O.[BH4-].[Na+]. (2) Given the product [N:27]1[CH:32]=[CH:31][CH:30]=[C:29]([C:33]2[CH:37]=[C:36]([C:38]([F:41])([F:39])[F:40])[N:35]([C:42]3[CH:43]=[CH:44][C:45]([NH2:48])=[N:46][CH:47]=3)[N:34]=2)[CH:28]=1.[CH3:3][CH:2]([S:4]([C:7]1[CH:8]=[C:9]([CH:13]=[CH:14][CH:15]=1)[C:10]([NH:48][C:45]1[CH:44]=[CH:43][C:42]([N:35]2[C:36]([C:38]([F:40])([F:41])[F:39])=[CH:37][C:33]([C:29]3[CH:28]=[N:27][CH:32]=[CH:31][CH:30]=3)=[N:34]2)=[CH:47][N:46]=1)=[O:12])(=[O:5])=[O:6])[CH3:1], predict the reactants needed to synthesize it. The reactants are: [CH3:1][CH:2]([S:4]([C:7]1[CH:8]=[C:9]([CH:13]=[CH:14][CH:15]=1)[C:10]([OH:12])=O)(=[O:6])=[O:5])[CH3:3].C(Cl)(=O)C(Cl)=O.CN(C)C=O.[N:27]1[CH:32]=[CH:31][CH:30]=[C:29]([C:33]2[CH:37]=[C:36]([C:38]([F:41])([F:40])[F:39])[N:35]([C:42]3[CH:43]=[CH:44][C:45]([NH2:48])=[N:46][CH:47]=3)[N:34]=2)[CH:28]=1. (3) Given the product [ClH:25].[ClH:57].[ClH:1].[CH:4]1([NH:7][C:8]([C:10]2[C:18]3[CH:17]=[C:16]([C:19]4[C:24]([Cl:25])=[CH:23][N:22]=[C:21]([NH:76][CH2:75][CH2:74][N:70]5[CH2:71][CH:72]6[CH:68]([CH2:67][NH:66][CH2:73]6)[CH2:69]5)[N:20]=4)[S:15][C:14]=3[CH:13]=[CH:12][CH:11]=2)=[O:9])[CH2:6][CH2:5]1, predict the reactants needed to synthesize it. The reactants are: [ClH:1].Cl.Cl.[CH:4]1([NH:7][C:8]([C:10]2[C:18]3[CH:17]=[C:16]([C:19]4[C:24]([Cl:25])=[CH:23][N:22]=[C:21](NCCCN5CCNCC5)[N:20]=4)[S:15][C:14]=3[CH:13]=[CH:12][CH:11]=2)=[O:9])[CH2:6][CH2:5]1.C1(NC(C2C3C=C(C4C([Cl:57])=CN=C(Cl)N=4)SC=3C=CC=2)=O)CC1.C(OC([N:66]1[CH2:73][CH:72]2[CH:68]([CH2:69][N:70]([CH2:74][CH2:75][NH2:76])[CH2:71]2)[CH2:67]1)=O)(C)(C)C.